Dataset: Full USPTO retrosynthesis dataset with 1.9M reactions from patents (1976-2016). Task: Predict the reactants needed to synthesize the given product. Given the product [NH:13]1[CH:14]=[C:10]([C:8]([C:4]2[CH:3]=[C:2]([NH:1][S:22]([CH3:21])(=[O:24])=[O:23])[CH:7]=[CH:6][CH:5]=2)=[CH2:9])[N:11]=[CH:12]1, predict the reactants needed to synthesize it. The reactants are: [NH2:1][C:2]1[CH:3]=[C:4]([C:8]([C:10]2[N:11]=[CH:12][N:13](S(N(C)C)(=O)=O)[CH:14]=2)=[CH2:9])[CH:5]=[CH:6][CH:7]=1.[CH3:21][S:22](Cl)(=[O:24])=[O:23].